The task is: Regression. Given a target protein amino acid sequence and a drug SMILES string, predict the binding affinity score between them. We predict pKd (pKd = -log10(Kd in M); higher means stronger binding). Dataset: bindingdb_kd.. This data is from Drug-target binding data from BindingDB using Kd measurements. The drug is Clc1ccccc1C(c1ccccc1)(c1ccccc1)n1ccnc1. The target protein (P9WPL4) has sequence MRANQPVFRDRNGLAAASTYQAVIDAERQPELFSNAGGIRPDQPALPMMIDMDDPAHLLRRKLVNAGFTRKRVKDKEASIAALCDTLIDAVCERGECDFVRDLAAPLPMAVIGDMLGVRPEQRDMFLRWSDDLVTFLSSHVSQEDFQITMDAFAAYNDFTRATIAARRADPTDDLVSVLVSSEVDGERLSDDELVMETLLILIGGDETTRHTLSGGTEQLLRNRDQWDLLQRDPSLLPGAIEEMLRWTAPVKNMCRVLTADTEFHGTALCAGEKMMLLFESANFDEAVFCEPEKFDVQRNPNSHLAFGFGTHFCLGNQLARLELSLMTERVLRRLPDLRLVADDSVLPLRPANFVSGLESMPVVFTPSPPLG. The pKd is 5.4.